From a dataset of NCI-60 drug combinations with 297,098 pairs across 59 cell lines. Regression. Given two drug SMILES strings and cell line genomic features, predict the synergy score measuring deviation from expected non-interaction effect. (1) Drug 1: C1CC(=O)NC(=O)C1N2CC3=C(C2=O)C=CC=C3N. Drug 2: CC1OCC2C(O1)C(C(C(O2)OC3C4COC(=O)C4C(C5=CC6=C(C=C35)OCO6)C7=CC(=C(C(=C7)OC)O)OC)O)O. Cell line: NCI-H522. Synergy scores: CSS=30.9, Synergy_ZIP=3.26, Synergy_Bliss=4.70, Synergy_Loewe=-1.77, Synergy_HSA=6.59. (2) Drug 1: CCCCCOC(=O)NC1=NC(=O)N(C=C1F)C2C(C(C(O2)C)O)O. Drug 2: CS(=O)(=O)CCNCC1=CC=C(O1)C2=CC3=C(C=C2)N=CN=C3NC4=CC(=C(C=C4)OCC5=CC(=CC=C5)F)Cl. Cell line: LOX IMVI. Synergy scores: CSS=-12.3, Synergy_ZIP=1.72, Synergy_Bliss=-6.64, Synergy_Loewe=-12.8, Synergy_HSA=-12.1. (3) Drug 1: CC1C(C(CC(O1)OC2CC(CC3=C2C(=C4C(=C3O)C(=O)C5=C(C4=O)C(=CC=C5)OC)O)(C(=O)CO)O)N)O. Drug 2: CS(=O)(=O)CCNCC1=CC=C(O1)C2=CC3=C(C=C2)N=CN=C3NC4=CC(=C(C=C4)OCC5=CC(=CC=C5)F)Cl. Cell line: T-47D. Synergy scores: CSS=69.1, Synergy_ZIP=6.05, Synergy_Bliss=6.27, Synergy_Loewe=10.6, Synergy_HSA=16.8. (4) Synergy scores: CSS=55.3, Synergy_ZIP=-6.28, Synergy_Bliss=-3.60, Synergy_Loewe=-2.36, Synergy_HSA=-0.343. Drug 2: CN(CC1=CN=C2C(=N1)C(=NC(=N2)N)N)C3=CC=C(C=C3)C(=O)NC(CCC(=O)O)C(=O)O. Cell line: NCIH23. Drug 1: C1=CC(=CC=C1CCCC(=O)O)N(CCCl)CCCl. (5) Drug 1: C1=CN(C(=O)N=C1N)C2C(C(C(O2)CO)O)O.Cl. Synergy scores: CSS=50.2, Synergy_ZIP=-2.56, Synergy_Bliss=2.57, Synergy_Loewe=2.76, Synergy_HSA=6.88. Drug 2: CC1C(C(CC(O1)OC2CC(CC3=C2C(=C4C(=C3O)C(=O)C5=C(C4=O)C(=CC=C5)OC)O)(C(=O)CO)O)N)O.Cl. Cell line: HOP-92. (6) Drug 1: C1CC(=O)NC(=O)C1N2CC3=C(C2=O)C=CC=C3N. Drug 2: CC1C(C(CC(O1)OC2CC(OC(C2O)C)OC3=CC4=CC5=C(C(=O)C(C(C5)C(C(=O)C(C(C)O)O)OC)OC6CC(C(C(O6)C)O)OC7CC(C(C(O7)C)O)OC8CC(C(C(O8)C)O)(C)O)C(=C4C(=C3C)O)O)O)O. Cell line: SK-OV-3. Synergy scores: CSS=1.47, Synergy_ZIP=-1.49, Synergy_Bliss=-1.66, Synergy_Loewe=-1.39, Synergy_HSA=-1.41. (7) Drug 1: CC1=CC=C(C=C1)C2=CC(=NN2C3=CC=C(C=C3)S(=O)(=O)N)C(F)(F)F. Drug 2: CC(C)NC(=O)C1=CC=C(C=C1)CNNC.Cl. Cell line: SK-MEL-5. Synergy scores: CSS=1.28, Synergy_ZIP=2.09, Synergy_Bliss=3.41, Synergy_Loewe=0.00604, Synergy_HSA=-0.224.